From a dataset of Full USPTO retrosynthesis dataset with 1.9M reactions from patents (1976-2016). Predict the reactants needed to synthesize the given product. Given the product [C:21]1([O:27][C:28](=[O:29])[NH:30][N:31]2[CH2:19][CH2:18][C:13]3[C:12](=[CH:17][CH:16]=[CH:15][CH:14]=3)[CH2:11]2)[CH:22]=[CH:23][CH:24]=[CH:25][CH:26]=1, predict the reactants needed to synthesize it. The reactants are: C(N(CC)C(C)C)(C)C.Br[CH2:11][C:12]1[CH:17]=[CH:16][CH:15]=[CH:14][C:13]=1[CH2:18][CH2:19]Br.[C:21]1([O:27][C:28]([NH:30][NH2:31])=[O:29])[CH:26]=[CH:25][CH:24]=[CH:23][CH:22]=1.O.